This data is from Catalyst prediction with 721,799 reactions and 888 catalyst types from USPTO. The task is: Predict which catalyst facilitates the given reaction. Reactant: [CH3:1][O:2][C:3]1[CH:4]=[CH:5][CH:6]=[C:7]2[C:12]=1[CH2:11][C@@H:10]([N:13]1[CH2:17][CH2:16][CH2:15][CH2:14]1)[CH2:9][CH2:8]2.C([O-])(=O)C.[Na+].[Br:23]Br. Product: [Br:23][C:6]1[CH:5]=[CH:4][C:3]([O:2][CH3:1])=[C:12]2[C:7]=1[CH2:8][CH2:9][C@H:10]([N:13]1[CH2:17][CH2:16][CH2:15][CH2:14]1)[CH2:11]2. The catalyst class is: 15.